From a dataset of Full USPTO retrosynthesis dataset with 1.9M reactions from patents (1976-2016). Predict the reactants needed to synthesize the given product. (1) Given the product [Cl:25][C:7]1[C:6]2[CH:15]=[C:2]([Cl:1])[CH:3]=[CH:4][C:5]=2[N:11]([CH3:12])[C:10](=[O:13])[CH2:9][N:8]=1, predict the reactants needed to synthesize it. The reactants are: [Cl:1][C:2]1[CH:3]=[CH:4][C:5]2[N:11]([CH3:12])[C:10](=[O:13])[CH2:9][NH:8][C:7](=O)[C:6]=2[CH:15]=1.CCN(CC)CC.O=P(Cl)(Cl)[Cl:25]. (2) Given the product [O:19]=[C:16]1[CH:15]=[N:14][C:13]2=[C:18]3[N:17]1[CH:7]([CH2:6][N:27]1[CH2:28][CH2:29][CH:30]([NH:33][C:34](=[O:40])[O:35][C:36]([CH3:38])([CH3:37])[CH3:39])[CH2:31][CH2:32]1)[CH2:8][N:9]3[C:10](=[O:20])[CH:11]=[CH:12]2, predict the reactants needed to synthesize it. The reactants are: CS(O[CH2:6][CH:7]1[N:17]2[CH:18]3[CH:13]([N:14]=[CH:15][C:16]2=[O:19])[CH:12]=[CH:11][C:10](=[O:20])[N:9]3[CH2:8]1)(=O)=O.N1C=CC=CC=1.[NH:27]1[CH2:32][CH2:31][CH:30]([NH:33][C:34](=[O:40])[O:35][C:36]([CH3:39])([CH3:38])[CH3:37])[CH2:29][CH2:28]1.CO.